This data is from Full USPTO retrosynthesis dataset with 1.9M reactions from patents (1976-2016). The task is: Predict the reactants needed to synthesize the given product. (1) Given the product [NH2:113][C@H:114]([C:127]([NH:129][C@H:130]([C:138]([O:140][CH3:141])=[O:139])[CH2:131][S:132][CH2:133][NH:134][C:135]([CH3:137])=[O:136])=[O:128])[CH2:115][C:116]1[C:124]2[C:119](=[CH:120][CH:121]=[CH:122][CH:123]=2)[N:118]([CH:125]=[O:126])[CH:117]=1, predict the reactants needed to synthesize it. The reactants are: N(C(C)=O)[C@H](C(N[C@H](C(N[C@@H](C(N[C@H](C(N[C@@H](C(N[C@H](C([NH:113][C@H:114]([C:127]([NH:129][C@H:130]([C:138]([O:140][CH3:141])=[O:139])[CH2:131][S:132][CH2:133][NH:134][C:135]([CH3:137])=[O:136])=[O:128])[CH2:115][C:116]1[C:124]2[C:119](=[CH:120][CH:121]=[CH:122][CH:123]=2)[N:118]([CH:125]=[O:126])[CH:117]=1)=O)CCCNC(=N)NS(C1C(C)=C2C(OC(C2)(C)C)=C(C)C=1C)(=O)=O)=O)CC1C=CC=CC=1)=O)CC1N=CN(C(C2C=CC=CC=2)(C2C=CC=CC=2)C2C=CC=CC=2)C=1)=O)C)=O)CSCNC(C)=O)=O)CCCNC(=N)NS(C1C(C)=C2C(OC(C2)(C)C)=C(C)C=1C)(=O)=O.N(C(C)=O)[C@H](C(N[C@H](C(N[C@@H](C(N[C@H](C(N[C@@H](C(N[C@H](C(NN)=O)CCCNC(=N)NS(C1C(C)=C2C(OC(C2)(C)C)=C(C)C=1C)(=O)=O)=O)CC1C=CC=CC=1)=O)CC1N=CN(C(C2C=CC=CC=2)(C2C=CC=CC=2)C2C=CC=CC=2)C=1)=O)C)=O)CSCNC(C)=O)=O)CCCNC(=N)NS(C1C(C)=C2C(OC(C2)(C)C)=C(C)C=1C)(=O)=O. (2) Given the product [Si:3]([O:10][CH2:11][C:12]1[CH:19]=[CH:18][C:15](/[CH:16]=[CH:21]/[C:22]2[CH:27]=[CH:26][CH:25]=[CH:24][CH:23]=2)=[CH:14][C:13]=1[Cl:20])([C:6]([CH3:9])([CH3:8])[CH3:7])([CH3:5])[CH3:4], predict the reactants needed to synthesize it. The reactants are: [H-].[Na+].[Si:3]([O:10][CH2:11][C:12]1[CH:19]=[CH:18][C:15]([CH:16]=O)=[CH:14][C:13]=1[Cl:20])([C:6]([CH3:9])([CH3:8])[CH3:7])([CH3:5])[CH3:4].[CH2:21](P(=O)(OCC)OCC)[C:22]1[CH:27]=[CH:26][CH:25]=[CH:24][CH:23]=1.O. (3) Given the product [CH2:24]([C:8]([CH:7]([C:19]#[N:20])[C:6]1[CH:13]=[CH:14][C:3]([O:2][CH3:1])=[CH:4][CH:5]=1)([C:11]#[N:12])[C:9]#[N:10])[CH:23]=[CH2:22], predict the reactants needed to synthesize it. The reactants are: [CH3:1][O:2][C:3]1[CH:14]=[CH:13][C:6]([CH:7]=[C:8]([C:11]#[N:12])[C:9]#[N:10])=[CH:5][CH:4]=1.C[Si]([C:19]#[N:20])(C)C.[F-].[CH2:22]([N+](CCCC)(CCCC)CCCC)[CH2:23][CH2:24]C.C(Br)C=C.[Cl-].[NH4+].